Dataset: NCI-60 drug combinations with 297,098 pairs across 59 cell lines. Task: Regression. Given two drug SMILES strings and cell line genomic features, predict the synergy score measuring deviation from expected non-interaction effect. (1) Drug 1: CC12CCC3C(C1CCC2=O)CC(=C)C4=CC(=O)C=CC34C. Drug 2: C1=CC(=CC=C1C#N)C(C2=CC=C(C=C2)C#N)N3C=NC=N3. Cell line: SN12C. Synergy scores: CSS=43.5, Synergy_ZIP=4.50, Synergy_Bliss=-1.03, Synergy_Loewe=-2.82, Synergy_HSA=-2.97. (2) Drug 1: CCN(CC)CCNC(=O)C1=C(NC(=C1C)C=C2C3=C(C=CC(=C3)F)NC2=O)C. Drug 2: CC1C(C(CC(O1)OC2CC(CC3=C2C(=C4C(=C3O)C(=O)C5=C(C4=O)C(=CC=C5)OC)O)(C(=O)CO)O)N)O.Cl. Cell line: ACHN. Synergy scores: CSS=28.7, Synergy_ZIP=-2.15, Synergy_Bliss=0.529, Synergy_Loewe=-9.86, Synergy_HSA=-0.864. (3) Synergy scores: CSS=19.0, Synergy_ZIP=-2.94, Synergy_Bliss=3.21, Synergy_Loewe=-7.59, Synergy_HSA=-2.03. Cell line: CAKI-1. Drug 1: CCN(CC)CCCC(C)NC1=C2C=C(C=CC2=NC3=C1C=CC(=C3)Cl)OC. Drug 2: COC1=C2C(=CC3=C1OC=C3)C=CC(=O)O2. (4) Drug 1: CC1=C2C(C(=O)C3(C(CC4C(C3C(C(C2(C)C)(CC1OC(=O)C(C(C5=CC=CC=C5)NC(=O)OC(C)(C)C)O)O)OC(=O)C6=CC=CC=C6)(CO4)OC(=O)C)OC)C)OC. Drug 2: CC1=C(N=C(N=C1N)C(CC(=O)N)NCC(C(=O)N)N)C(=O)NC(C(C2=CN=CN2)OC3C(C(C(C(O3)CO)O)O)OC4C(C(C(C(O4)CO)O)OC(=O)N)O)C(=O)NC(C)C(C(C)C(=O)NC(C(C)O)C(=O)NCCC5=NC(=CS5)C6=NC(=CS6)C(=O)NCCC[S+](C)C)O. Cell line: HCT116. Synergy scores: CSS=68.9, Synergy_ZIP=5.90, Synergy_Bliss=3.96, Synergy_Loewe=2.63, Synergy_HSA=9.47. (5) Drug 1: CC1=CC2C(CCC3(C2CCC3(C(=O)C)OC(=O)C)C)C4(C1=CC(=O)CC4)C. Drug 2: C1=CC(=CC=C1CC(C(=O)O)N)N(CCCl)CCCl.Cl. Cell line: HS 578T. Synergy scores: CSS=21.3, Synergy_ZIP=4.32, Synergy_Bliss=13.3, Synergy_Loewe=-1.96, Synergy_HSA=7.55. (6) Drug 1: CC1C(C(CC(O1)OC2CC(CC3=C2C(=C4C(=C3O)C(=O)C5=CC=CC=C5C4=O)O)(C(=O)C)O)N)O. Drug 2: CC1C(C(CC(O1)OC2CC(CC3=C2C(=C4C(=C3O)C(=O)C5=C(C4=O)C(=CC=C5)OC)O)(C(=O)CO)O)N)O.Cl. Cell line: SW-620. Synergy scores: CSS=47.7, Synergy_ZIP=-3.72, Synergy_Bliss=-3.83, Synergy_Loewe=2.78, Synergy_HSA=3.84. (7) Drug 1: CC12CCC(CC1=CCC3C2CCC4(C3CC=C4C5=CN=CC=C5)C)O. Drug 2: C1CCC(CC1)NC(=O)N(CCCl)N=O. Cell line: ACHN. Synergy scores: CSS=27.7, Synergy_ZIP=11.6, Synergy_Bliss=9.14, Synergy_Loewe=9.59, Synergy_HSA=8.94.